Regression. Given a peptide amino acid sequence and an MHC pseudo amino acid sequence, predict their binding affinity value. This is MHC class II binding data. From a dataset of Peptide-MHC class II binding affinity with 134,281 pairs from IEDB. (1) The peptide sequence is LSPLSNMVSMANNHM. The MHC is DRB1_0301 with pseudo-sequence DRB1_0301. The binding affinity (normalized) is 0.224. (2) The peptide sequence is EAKITMLTNGQCQNIT. The MHC is DRB5_0101 with pseudo-sequence DRB5_0101. The binding affinity (normalized) is 0.196. (3) The peptide sequence is MGQKDSYVGDEAQSKR. The MHC is DRB1_0402 with pseudo-sequence DRB1_0402. The binding affinity (normalized) is 0.0472. (4) The peptide sequence is AFKQAATAANAAPAN. The MHC is HLA-DPA10103-DPB10301 with pseudo-sequence HLA-DPA10103-DPB10301. The binding affinity (normalized) is 0.495.